From a dataset of Full USPTO retrosynthesis dataset with 1.9M reactions from patents (1976-2016). Predict the reactants needed to synthesize the given product. (1) Given the product [Cl:20][C:21]1[C:26]([CH3:27])=[C:25]([C:28]2[CH:33]=[CH:32][C:31]([CH3:34])=[CH:30][CH:29]=2)[N:24]=[CH:23][N:22]=1, predict the reactants needed to synthesize it. The reactants are: CC1C=CC(B(O)O)=CC=1.ClC1C(C)=C(Cl)N=CN=1.[Cl:20][C:21]1[C:26]([CH3:27])=[C:25]([C:28]2[CH:33]=[CH:32][C:31]([C:34](F)(F)F)=[CH:30][CH:29]=2)[N:24]=[CH:23][N:22]=1. (2) Given the product [NH2:23][C:21]1[CH:20]=[CH:19][C:3]([O:4][C:5]2[CH:6]=[C:7]([CH:16]=[CH:17][CH:18]=2)[C:8]([NH:10][CH2:11][C:12]([OH:15])([CH3:14])[CH3:13])=[O:9])=[C:2]([Cl:1])[CH:22]=1, predict the reactants needed to synthesize it. The reactants are: [Cl:1][C:2]1[CH:22]=[C:21]([N+:23]([O-])=O)[CH:20]=[CH:19][C:3]=1[O:4][C:5]1[CH:6]=[C:7]([CH:16]=[CH:17][CH:18]=1)[C:8]([NH:10][CH2:11][C:12]([OH:15])([CH3:14])[CH3:13])=[O:9].[Cl-].[Ca+2].[Cl-]. (3) The reactants are: [F:1][C:2]1[CH:3]=[C:4]([C:13]2[CH:18]=[CH:17][C:16]([O:19][CH2:20][CH:21]3[CH2:26][CH2:25][N:24]([CH2:27][C:28]([F:31])([CH3:30])[CH3:29])[CH2:23][CH2:22]3)=[CH:15][CH:14]=2)[CH:5]=[CH:6][C:7]=1[C:8]([O:10]CC)=[O:9].CO.O.[Li+].[OH-]. Given the product [F:1][C:2]1[CH:3]=[C:4]([C:13]2[CH:14]=[CH:15][C:16]([O:19][CH2:20][CH:21]3[CH2:26][CH2:25][N:24]([CH2:27][C:28]([F:31])([CH3:29])[CH3:30])[CH2:23][CH2:22]3)=[CH:17][CH:18]=2)[CH:5]=[CH:6][C:7]=1[C:8]([OH:10])=[O:9], predict the reactants needed to synthesize it. (4) Given the product [CH3:18][C:16]1([CH3:17])[O:27][C:15]1([O:14][CH3:13])[C:19]1[CH:24]=[CH:23][C:22]([S:3]([CH3:7])(=[O:5])=[O:2])=[CH:21][CH:20]=1, predict the reactants needed to synthesize it. The reactants are: O[O:2][S:3]([O-:5])=O.[K+].[CH3:7]C1(C)OO1.[Na].[CH3:13][O:14][C:15]([C:19]1[CH:24]=[CH:23][C:22](SC)=[CH:21][CH:20]=1)=[C:16]([CH3:18])[CH3:17].[OH2:27]. (5) Given the product [CH3:10][O:9][C:7]1[CH:6]=[C:5]([CH:11]=[C:12]([C:32]2[CH:31]=[CH:30][C:29]([NH:25][C:49](=[O:50])[C:48]3[CH:52]=[CH:53][CH:54]=[C:46]([OH:45])[CH:47]=3)=[CH:28][CH:33]=2)[C:13](=[O:14])[N:15]([CH3:17])[CH3:16])[CH:4]=[C:3]([O:2][CH3:1])[CH:8]=1, predict the reactants needed to synthesize it. The reactants are: [CH3:1][O:2][C:3]1[CH:4]=[C:5]([CH:11]=[CH:12][C:13]([N:15]([CH3:17])[CH3:16])=[O:14])[CH:6]=[C:7]([O:9][CH3:10])[CH:8]=1.F[P-](F)(F)(F)(F)F.[N:25]1(O[P+](N(C)C)(N(C)C)N(C)C)[C:29]2[CH:30]=[CH:31][CH:32]=[CH:33][C:28]=2N=N1.[OH:45][C:46]1[CH:47]=[C:48]([CH:52]=[CH:53][CH:54]=1)[C:49](O)=[O:50].C(N(CC)CC)C. (6) The reactants are: Br[CH2:2][C:3]([N:5]1[CH2:10][CH2:9][N:8]([CH:11]2[CH2:15][CH2:14][CH2:13][CH2:12]2)[CH2:7][CH2:6]1)=[O:4].[N:16]1([C:22]2[CH:27]=[CH:26][C:25]([C:28](=[O:30])[CH3:29])=[CH:24][CH:23]=2)[CH2:21][CH2:20][NH:19][CH2:18][CH2:17]1.C(=O)([O-])[O-].[K+].[K+]. Given the product [C:28]([C:25]1[CH:24]=[CH:23][C:22]([N:16]2[CH2:17][CH2:18][N:19]([CH2:2][C:3]([N:5]3[CH2:10][CH2:9][N:8]([CH:11]4[CH2:15][CH2:14][CH2:13][CH2:12]4)[CH2:7][CH2:6]3)=[O:4])[CH2:20][CH2:21]2)=[CH:27][CH:26]=1)(=[O:30])[CH3:29], predict the reactants needed to synthesize it. (7) Given the product [CH:23]1([C:26]2[NH:30][N:29]=[C:28]([NH:31][C:2]3[C:3]([N+:11]([O-:13])=[O:12])=[C:4]([CH:7]=[C:8]([F:10])[CH:9]=3)[C:5]#[N:6])[CH:27]=2)[CH2:25][CH2:24]1, predict the reactants needed to synthesize it. The reactants are: F[C:2]1[C:3]([N+:11]([O-:13])=[O:12])=[C:4]([CH:7]=[C:8]([F:10])[CH:9]=1)[C:5]#[N:6].CCN(C(C)C)C(C)C.[CH:23]1([C:26]2[NH:30][N:29]=[C:28]([NH2:31])[CH:27]=2)[CH2:25][CH2:24]1.